From a dataset of Full USPTO retrosynthesis dataset with 1.9M reactions from patents (1976-2016). Predict the reactants needed to synthesize the given product. (1) Given the product [C:21]([O:20][C:18]([N:7]1[CH2:8][CH:3]([CH3:2])[CH2:4][CH2:5][CH:6]1[C:9]([OH:11])=[O:10])=[O:19])([CH3:24])([CH3:23])[CH3:22], predict the reactants needed to synthesize it. The reactants are: Cl.[CH3:2][CH:3]1[CH2:8][NH:7][CH:6]([C:9]([OH:11])=[O:10])[CH2:5][CH2:4]1.C(=O)([O-])[O-].[K+].[K+].[C:18](O[C:18]([O:20][C:21]([CH3:24])([CH3:23])[CH3:22])=[O:19])([O:20][C:21]([CH3:24])([CH3:23])[CH3:22])=[O:19]. (2) Given the product [F:35][C:32]1[CH:33]=[CH:34][C:29]([CH2:28][CH2:27][S:26][CH:16]([CH2:17][C:18]2[CH:19]=[CH:20][C:21]([CH2:24][O:9][C:8](=[O:10])[CH2:7][C:2]3[CH:3]=[CH:4][CH:5]=[CH:6][N:1]=3)=[CH:22][CH:23]=2)[C:15]([OH:36])=[O:14])=[CH:30][CH:31]=1, predict the reactants needed to synthesize it. The reactants are: [N:1]1[CH:6]=[CH:5][CH:4]=[CH:3][C:2]=1[CH2:7][C:8]([OH:10])=[O:9].ClC(Cl)(Cl)C[O:14][C:15](=[O:36])[CH:16]([S:26][CH2:27][CH2:28][C:29]1[CH:34]=[CH:33][C:32]([F:35])=[CH:31][CH:30]=1)[CH2:17][C:18]1[CH:23]=[CH:22][C:21]([CH2:24]O)=[CH:20][CH:19]=1. (3) Given the product [F:36][C:30]1[CH:31]=[CH:32][C:33]([F:35])=[CH:34][C:29]=1[CH:18]([OH:44])[C:17]1[CH:16]=[CH:15][C:5]([CH:4]2[O:41][CH2:38][CH2:39][O:40]2)=[CH:6][N:1]=1, predict the reactants needed to synthesize it. The reactants are: [N:1]1[CH:6]=[CH:5][CH:4]=CC=1.[Si](O[CH2:15][CH2:16][CH:17](C)[CH:18]([C:29]1[CH:34]=[C:33]([F:35])[CH:32]=[CH:31][C:30]=1[F:36])S(C1C=CC(Cl)=CC=1)(=O)=O)(C(C)(C)C)(C)C.[CH2:38]([OH:41])[CH2:39][OH:40].[BH4-].[Na+].[OH2:44].